Task: Predict the reactants needed to synthesize the given product.. Dataset: Retrosynthesis with 50K atom-mapped reactions and 10 reaction types from USPTO The reactants are: COc1ccccc1C=O.O=C1CNC(=O)N1. Given the product COc1ccccc1C=C1NC(=O)NC1=O, predict the reactants needed to synthesize it.